From a dataset of Full USPTO retrosynthesis dataset with 1.9M reactions from patents (1976-2016). Predict the reactants needed to synthesize the given product. Given the product [Cl:24][C:25]1[CH:26]=[C:27]([CH:30]=[CH:31][C:32]=1[F:33])[CH2:28][NH:29][C:10]([C:4]1[CH:5]=[C:6]([C:7]([NH:19][CH2:22][C:23]2[CH:30]=[CH:31][C:32]([F:33])=[C:25]([Cl:24])[CH:26]=2)=[O:9])[N:1]=[CH:2][N:3]=1)=[O:12], predict the reactants needed to synthesize it. The reactants are: [N:1]1[C:6]([C:7]([OH:9])=O)=[CH:5][C:4]([C:10]([OH:12])=O)=[N:3][CH:2]=1.S(Cl)(Cl)=O.C([N:19]([CH2:22][CH3:23])CC)C.[Cl:24][C:25]1[CH:26]=[C:27]([CH:30]=[CH:31][C:32]=1[F:33])[CH2:28][NH2:29].